From a dataset of Reaction yield outcomes from USPTO patents with 853,638 reactions. Predict the reaction yield, written as a fraction of the theoretical maximum amount of product (1.0 means a 100% yield; for example, 0.34 means a 34% yield). (1) The reactants are FC(F)(F)C(O)=O.[CH3:8][S:9]([C:12]1[CH:27]=[CH:26][C:15]2[N:16]([CH:20]3[CH2:25][CH2:24][NH:23][CH2:22][CH2:21]3)[C:17](=[O:19])[NH:18][C:14]=2[CH:13]=1)(=[O:11])=[O:10].Cl[CH2:29][C:30]([CH:32]1[CH2:37][CH2:36][CH:35]([O:38][CH3:39])[CH2:34][CH2:33]1)=[O:31]. The catalyst is CN(C=O)C.O. The product is [CH3:39][O:38][CH:35]1[CH2:36][CH2:37][CH:32]([C:30](=[O:31])[CH2:29][N:23]2[CH2:22][CH2:21][CH:20]([N:16]3[C:15]4[CH:26]=[CH:27][C:12]([S:9]([CH3:8])(=[O:10])=[O:11])=[CH:13][C:14]=4[NH:18][C:17]3=[O:19])[CH2:25][CH2:24]2)[CH2:33][CH2:34]1. The yield is 0.184. (2) The reactants are Cl[CH2:2][CH2:3][C:4](Cl)=[O:5].[NH:7]1[C:16]2[C:11](=[CH:12][CH:13]=[CH:14][CH:15]=2)[CH2:10][CH2:9][CH2:8]1.Cl.[Al+3].[Cl-].[Cl-].[Cl-].[Na+].[Cl-]. The catalyst is CC(C)=O.O. The product is [CH2:2]1[C:15]2[C:16]3=[C:11]([CH2:10][CH2:9][CH2:8][N:7]3[C:4](=[O:5])[CH2:3]1)[CH:12]=[CH:13][CH:14]=2. The yield is 0.880. (3) The reactants are [C:1]([O:5][C:6]([NH:8][CH2:9][CH2:10][CH2:11][O:12][C:13]1[CH:18]=[CH:17][C:16](=[O:19])[N:15]([CH2:20][C:21]2[CH:22]=[C:23]([CH:27]=[CH:28][CH:29]=2)[C:24](O)=[O:25])[N:14]=1)=[O:7])([CH3:4])([CH3:3])[CH3:2].[CH3:30][O:31][C:32]([C:34]1[C:38]([NH2:39])=[CH:37][N:36]([CH3:40])[N:35]=1)=[O:33].C(N(C(C)C)C(C)C)C.O=C1N(P(Cl)(N2CCOC2=O)=O)CCO1. The catalyst is C(Cl)Cl.C(OCC)(=O)C. The product is [CH3:30][O:31][C:32]([C:34]1[C:38]([NH:39][C:24](=[O:25])[C:23]2[CH:27]=[CH:28][CH:29]=[C:21]([CH2:20][N:15]3[C:16](=[O:19])[CH:17]=[CH:18][C:13]([O:12][CH2:11][CH2:10][CH2:9][NH:8][C:6]([O:5][C:1]([CH3:3])([CH3:2])[CH3:4])=[O:7])=[N:14]3)[CH:22]=2)=[CH:37][N:36]([CH3:40])[N:35]=1)=[O:33]. The yield is 1.00. (4) The reactants are [F:1][C:2]1[CH:7]=[CH:6][C:5]([N:8]2[C:16]3[CH:15]([CH3:17])[CH2:14][N:13](CC(C4C=CC(OC)=CC=4)(O)C)[CH:12]([CH3:30])[C:11]=3[N:10]=[N:9]2)=[CH:4][CH:3]=1. The catalyst is Cl.O1CCOCC1. The product is [F:1][C:2]1[CH:3]=[CH:4][C:5]([N:8]2[C:16]3[CH:15]([CH3:17])[CH2:14][NH:13][CH:12]([CH3:30])[C:11]=3[N:10]=[N:9]2)=[CH:6][CH:7]=1. The yield is 0.920. (5) The reactants are [Cl:1][C:2]1[CH:3]=[C:4]2[C:9](=[CH:10][CH:11]=1)[N:8]=[C:7]([NH:12][C:13](=[O:17])OCC)[C:6]([O:18][CH3:19])=[N:5]2.[N:20]1[CH:25]=[CH:24][CH:23]=[CH:22][C:21]=1[N:26]1[CH2:31][CH2:30][NH:29][CH2:28][CH2:27]1. No catalyst specified. The product is [Cl:1][C:2]1[CH:3]=[C:4]2[C:9](=[CH:10][CH:11]=1)[N:8]=[C:7]([NH:12][C:13]([N:29]1[CH2:30][CH2:31][N:26]([C:21]3[CH:22]=[CH:23][CH:24]=[CH:25][N:20]=3)[CH2:27][CH2:28]1)=[O:17])[C:6]([O:18][CH3:19])=[N:5]2. The yield is 0.870. (6) The reactants are [C:1]([C:3]1[CH:8]=[CH:7][C:6]([OH:9])=[CH:5][CH:4]=1)#[N:2].C([O-])([O-])=O.[K+].[K+].Br[CH2:17][CH2:18][CH2:19][CH2:20][CH2:21][CH2:22][CH2:23][CH2:24][CH2:25][OH:26].O. The catalyst is CN(C=O)C.CCCCCC.C(OCC)(=O)C. The product is [C:1]([C:3]1[CH:8]=[CH:7][C:6]([O:9][CH2:17][CH2:18][CH2:19][CH2:20][CH2:21][CH2:22][CH2:23][CH2:24][CH2:25][OH:26])=[CH:5][CH:4]=1)#[N:2]. The yield is 0.980.